Predict the reaction yield, written as a fraction of the theoretical maximum amount of product (1.0 means a 100% yield; for example, 0.34 means a 34% yield). From a dataset of Reaction yield outcomes from USPTO patents with 853,638 reactions. (1) The reactants are [CH3:1][C:2]1[CH:7]=[CH:6][C:5]([S:8]([O:11][CH2:12][CH:13]2[CH2:17][C:16]3[CH:18]=[CH:19][CH:20]=[C:21](Br)[C:15]=3[O:14]2)(=[O:10])=[O:9])=[CH:4][CH:3]=1.[Cl:23][C:24]1[CH:29]=[CH:28][C:27]([Cl:30])=[CH:26][C:25]=1B(O)O. No catalyst specified. The product is [CH3:1][C:2]1[CH:7]=[CH:6][C:5]([S:8]([O:11][CH2:12][CH:13]2[CH2:17][C:16]3[CH:18]=[CH:19][CH:20]=[C:21]([C:28]4[CH:29]=[C:24]([Cl:23])[CH:25]=[CH:26][C:27]=4[Cl:30])[C:15]=3[O:14]2)(=[O:10])=[O:9])=[CH:4][CH:3]=1. The yield is 0.880. (2) The yield is 0.520. The catalyst is C(#N)C. The reactants are [CH2:1]([O:3][C:4](=[O:30])[CH2:5][C:6]1[N:7]=[CH:8][N:9](C(C2C=CC=CC=2)(C2C=CC=CC=2)C2C=CC=CC=2)[CH:10]=1)[CH3:2].[CH2:31](Br)[C:32]1[CH:37]=[CH:36][CH:35]=[CH:34][CH:33]=1. The product is [CH2:1]([O:3][C:4](=[O:30])[CH2:5][C:6]1[N:7]([CH2:31][C:32]2[CH:37]=[CH:36][CH:35]=[CH:34][CH:33]=2)[CH:8]=[N:9][CH:10]=1)[CH3:2]. (3) The reactants are [C:1]1([S:7][CH2:8]Cl)[CH:6]=[CH:5][CH:4]=[CH:3][CH:2]=1.[Cl:10][SiH:11]([Cl:13])[Cl:12]. The catalyst is [Cl-].C([P+](CCCC)(CCCC)CCCC)CCC. The product is [C:1]1([S:7][CH2:8][Si:11]([Cl:13])([Cl:12])[Cl:10])[CH:6]=[CH:5][CH:4]=[CH:3][CH:2]=1. The yield is 0.445. (4) The yield is 0.120. The product is [NH2:1][C:2]1[N:3]=[C:4]([CH3:21])[C:5]2=[C:6]([CH2:8][C@H:9]([C:13]3[CH:18]=[CH:17][C:16]([F:19])=[CH:15][C:14]=3[Br:20])[NH:10]/[C:11]/2=[N:24]\[O:33][CH2:34][CH2:35][C@H:36]([O:41][CH3:42])[C:37]([O:39][CH3:40])=[O:38])[N:7]=1. The reactants are [NH2:1][C:2]1[N:3]=[C:4]([CH3:21])[C:5]2[C:11](=S)[NH:10][C@@H:9]([C:13]3[CH:18]=[CH:17][C:16]([F:19])=[CH:15][C:14]=3[Br:20])[CH2:8][C:6]=2[N:7]=1.O=C1C2C(=CC=CC=2)C(=O)[N:24]1[O:33][CH2:34][CH2:35][C@H:36]([O:41][CH3:42])[C:37]([O:39][CH3:40])=[O:38]. The catalyst is [Hg](OC(C)=O)OC(C)=O.C1(C)C=CC=CC=1.